Dataset: Reaction yield outcomes from USPTO patents with 853,638 reactions. Task: Predict the reaction yield, written as a fraction of the theoretical maximum amount of product (1.0 means a 100% yield; for example, 0.34 means a 34% yield). The reactants are [N:1]([C@:4]1([C:13]([O:15][CH3:16])=[O:14])[C:12]2[C:7](=[CH:8][CH:9]=[CH:10][CH:11]=2)[CH2:6][CH2:5]1)=[C:2]=[O:3].[NH2:17][CH2:18][C:19]([O:21][C:22]([CH3:25])([CH3:24])[CH3:23])=[O:20]. The catalyst is CCOC(C)=O. The product is [C:22]([O:21][C:19](=[O:20])[CH2:18][NH:17][C:2](=[O:3])[NH:1][C@:4]1([C:13]([O:15][CH3:16])=[O:14])[C:12]2[C:7](=[CH:8][CH:9]=[CH:10][CH:11]=2)[CH2:6][CH2:5]1)([CH3:25])([CH3:24])[CH3:23]. The yield is 1.10.